The task is: Predict the reaction yield, written as a fraction of the theoretical maximum amount of product (1.0 means a 100% yield; for example, 0.34 means a 34% yield).. This data is from Reaction yield outcomes from USPTO patents with 853,638 reactions. (1) The reactants are [Cl:1][C:2]1[CH:3]=[C:4]([O:16]C)[CH:5]=[C:6]2[C:10]=1[NH:9][C:8]([C:11]([O:13][CH2:14][CH3:15])=[O:12])=[CH:7]2.B(Br)(Br)Br.O.[OH-].[Na+]. The catalyst is ClCCl. The product is [Cl:1][C:2]1[CH:3]=[C:4]([OH:16])[CH:5]=[C:6]2[C:10]=1[NH:9][C:8]([C:11]([O:13][CH2:14][CH3:15])=[O:12])=[CH:7]2. The yield is 0.710. (2) The reactants are C([O:4][CH2:5][C:6]1[C:7]([N:32]2[CH2:44][CH2:43][C:42]3[N:41]4[C:36]([CH2:37][CH2:38][CH2:39][CH2:40]4)=[CH:35][C:34]=3[C:33]2=[O:45])=[N:8][CH:9]=[CH:10][C:11]=1[C:12]1[CH:17]=[C:16]([NH:18][C:19]2[CH:24]=[CH:23][C:22]([CH:25]3[CH2:28][N:27]([CH3:29])[CH2:26]3)=[CH:21][N:20]=2)[C:15](=[O:30])[N:14]([CH3:31])[CH:13]=1)(=O)C.[OH-].[Li+]. The catalyst is C1COCC1.C(O)(C)C.O. The product is [OH:4][CH2:5][C:6]1[C:7]([N:32]2[CH2:44][CH2:43][C:42]3[N:41]4[C:36]([CH2:37][CH2:38][CH2:39][CH2:40]4)=[CH:35][C:34]=3[C:33]2=[O:45])=[N:8][CH:9]=[CH:10][C:11]=1[C:12]1[CH:17]=[C:16]([NH:18][C:19]2[CH:24]=[CH:23][C:22]([CH:25]3[CH2:28][N:27]([CH3:29])[CH2:26]3)=[CH:21][N:20]=2)[C:15](=[O:30])[N:14]([CH3:31])[CH:13]=1. The yield is 0.300. (3) The reactants are Br[CH2:2][CH:3]1[CH2:5][CH2:4]1.[OH:6][C:7]1[CH:15]=[CH:14][C:10]([C:11]([OH:13])=[O:12])=[C:9]([CH3:16])[CH:8]=1.C(=O)([O-])[O-].[K+].[K+].O.[OH-].[Li+].Cl. The catalyst is CN(C=O)C.C1COCC1.O.CO.C(OCC)(=O)C. The product is [CH:5]1([CH2:4][O:6][C:7]2[CH:15]=[CH:14][C:10]([C:11]([OH:13])=[O:12])=[C:9]([CH3:16])[CH:8]=2)[CH2:3][CH2:2]1. The yield is 0.920. (4) The product is [F:1][C:2]1[CH:3]=[C:4]2[C:9](=[CH:10][CH:11]=1)[CH:8]=[N:7][C:6]([NH:12][C:13](=[O:43])[O:14][CH2:15][C@@H:16]([N:29]([CH3:42])[C:30]([NH:32][CH2:33][C:34]1[CH:39]=[CH:38][CH:37]=[C:36]([F:40])[C:35]=1[Cl:41])=[O:31])[CH2:17][NH:18][C:51](=[O:52])[CH2:50][NH:49][C:54]([O:56][C:57]([CH3:59])([CH3:58])[CH3:60])=[O:55])=[CH:5]2. The reactants are [F:1][C:2]1[CH:3]=[C:4]2[C:9](=[CH:10][CH:11]=1)[CH:8]=[N:7][C:6]([NH:12][C:13](=[O:43])[O:14][CH2:15][C@@H:16]([N:29]([CH3:42])[C:30]([NH:32][CH2:33][C:34]1[CH:39]=[CH:38][CH:37]=[C:36]([F:40])[C:35]=1[Cl:41])=[O:31])[CH2:17][NH:18]C(OCC1C=CC=CC=1)=O)=[CH:5]2.[Si](I)(C)(C)C.[NH:49]([C:54]([O:56][C:57]([CH3:60])([CH3:59])[CH3:58])=[O:55])[CH2:50][C:51](O)=[O:52].CN(C(ON1N=NC2C=CC=CC1=2)=[N+](C)C)C.F[P-](F)(F)(F)(F)F. The catalyst is CC#N.CN(C=O)C.CO. The yield is 0.780. (5) The reactants are [CH2:1]([S:4][C:5]1[N:13]=[C:12]2[C:8]([N:9]=[CH:10][N:11]2[C@@H:14]2[O:26][C@H:25]([CH2:27][O:28]C(=O)C)[C@@H:20]([O:21]C(=O)C)[C@H:15]2[O:16]C(=O)C)=[C:7](Cl)[N:6]=1)[CH2:2][CH3:3].[C:33]1([CH2:39][CH2:40][NH2:41])[CH:38]=[CH:37][CH:36]=[CH:35][CH:34]=1. No catalyst specified. The product is [CH2:1]([S:4][C:5]1[N:13]=[C:12]2[C:8]([N:9]=[CH:10][N:11]2[C@@H:14]2[O:26][C@H:25]([CH2:27][OH:28])[C@@H:20]([OH:21])[C@H:15]2[OH:16])=[C:7]([NH:41][CH2:40][CH2:39][C:33]2[CH:38]=[CH:37][CH:36]=[CH:35][CH:34]=2)[N:6]=1)[CH2:2][CH3:3]. The yield is 0.800. (6) The yield is 0.790. The product is [Cl:8][C:6]1[N:5]=[C:4]([O:9][CH3:10])[N:3]=[C:2]([NH:24][CH2:23][CH2:22][C:20]2[CH:19]=[CH:18][C:16]3[O:17][C:13]([F:25])([F:12])[O:14][C:15]=3[CH:21]=2)[CH:7]=1. The catalyst is CCO. The reactants are Cl[C:2]1[CH:7]=[C:6]([Cl:8])[N:5]=[C:4]([O:9][CH3:10])[N:3]=1.Cl.[F:12][C:13]1([F:25])[O:17][C:16]2[CH:18]=[CH:19][C:20]([CH2:22][CH2:23][NH2:24])=[CH:21][C:15]=2[O:14]1.C(=O)(O)[O-].[Na+].